Predict the reaction yield, written as a fraction of the theoretical maximum amount of product (1.0 means a 100% yield; for example, 0.34 means a 34% yield). From a dataset of Reaction yield outcomes from USPTO patents with 853,638 reactions. (1) The reactants are [O:1]1[C:5]2[CH:6]=[CH:7][C:8]([CH2:10][N:11]3[CH2:15][CH2:14]/[C:13](=[CH:16]\[CH:17]=[CH:18]\[C:19]([NH:21][C:22]4[CH:27]=[C:26]([C:28]5[S:29][CH:30]=[CH:31][CH:32]=5)[CH:25]=[CH:24][C:23]=4[NH:33]C(=O)OC(C)(C)C)=[O:20])/[CH2:12]3)=[CH:9][C:4]=2[O:3][CH2:2]1.C(=O)(O)[O-].[Na+].[OH-].[K+]. No catalyst specified. The product is [NH2:33][C:23]1[CH:24]=[CH:25][C:26]([C:28]2[S:29][CH:30]=[CH:31][CH:32]=2)=[CH:27][C:22]=1[NH:21][C:19](=[O:20])/[CH:18]=[CH:17]/[CH:16]=[C:13]1/[CH2:12][N:11]([CH2:10][C:8]2[CH:7]=[CH:6][C:5]3[O:1][CH2:2][O:3][C:4]=3[CH:9]=2)[CH2:15][CH2:14]/1. The yield is 1.00. (2) The reactants are [CH3:1][O:2][C:3]1[CH:11]=[CH:10][C:6]([C:7]([OH:9])=O)=[CH:5][C:4]=1[NH:12][C:13](=[O:21])[CH2:14][N:15]1[CH2:20][CH2:19][O:18][CH2:17][CH2:16]1.[C:22]1([C:29]2[CH:34]=[CH:33][CH:32]=[CH:31][CH:30]=2)[CH:27]=[CH:26][C:25]([NH2:28])=[CH:24][CH:23]=1.C(N(C(C)C)CC)(C)C.F[P-](F)(F)(F)(F)F.N1(O[P+](N2CCCC2)(N2CCCC2)N2CCCC2)C2C=CC=CC=2N=N1. The catalyst is CN(C=O)C.O. The product is [C:22]1([C:29]2[CH:34]=[CH:33][CH:32]=[CH:31][CH:30]=2)[CH:23]=[CH:24][C:25]([NH:28][C:7](=[O:9])[C:6]2[CH:10]=[CH:11][C:3]([O:2][CH3:1])=[C:4]([NH:12][C:13](=[O:21])[CH2:14][N:15]3[CH2:20][CH2:19][O:18][CH2:17][CH2:16]3)[CH:5]=2)=[CH:26][CH:27]=1. The yield is 0.360. (3) The reactants are [Cl:1][C:2]1[N:7]=[CH:6][C:5]2[CH:8]=[N:9][NH:10][C:4]=2[CH:3]=1.CCN(C(C)C)C(C)C.[CH3:20][Si:21]([CH2:24][CH2:25][O:26][CH2:27]Cl)([CH3:23])[CH3:22]. The catalyst is C(Cl)Cl. The product is [Cl:1][C:2]1[N:7]=[CH:6][C:5]2[CH:8]=[N:9][N:10]([CH2:27][O:26][CH2:25][CH2:24][Si:21]([CH3:23])([CH3:22])[CH3:20])[C:4]=2[CH:3]=1. The yield is 0.930. (4) The reactants are [O:1]1[CH2:4][C:3](=O)[CH2:2]1.[C:6]([S:10]([NH2:12])=[O:11])([CH3:9])([CH3:8])[CH3:7].[Cl-].[Na+]. The catalyst is C1COCC1.[O-]CC.[Ti+4].[O-]CC.[O-]CC.[O-]CC. The product is [CH3:7][C:6]([S:10]([N:12]=[C:3]1[CH2:4][O:1][CH2:2]1)=[O:11])([CH3:9])[CH3:8]. The yield is 0.190. (5) The reactants are [CH2:1]([N:8]([C:20]1[C:25]([Cl:26])=[CH:24][C:23]([C:27]([F:30])([F:29])[F:28])=[CH:22][N:21]=1)[S:9]([C:12]1[CH:17]=[CH:16][C:15]([C:18]#[N:19])=[CH:14][CH:13]=1)(=[O:11])=[O:10])[C:2]1[CH:7]=[CH:6][CH:5]=[CH:4][CH:3]=1.[N-:31]=[N+:32]=[N-:33].[Na+].[NH4+].[Cl-]. The catalyst is CN(C=O)C. The product is [CH2:1]([N:8]([C:20]1[C:25]([Cl:26])=[CH:24][C:23]([C:27]([F:30])([F:28])[F:29])=[CH:22][N:21]=1)[S:9]([C:12]1[CH:13]=[CH:14][C:15]([C:18]2[N:31]=[N:32][NH:33][N:19]=2)=[CH:16][CH:17]=1)(=[O:10])=[O:11])[C:2]1[CH:7]=[CH:6][CH:5]=[CH:4][CH:3]=1. The yield is 1.00. (6) The reactants are [CH2:1]([N:8]([C:22]1[C:27]([Cl:28])=[CH:26][C:25]([C:29]([F:32])([F:31])[F:30])=[CH:24][N:23]=1)[S:9]([C:12]1[CH:21]=[CH:20][C:15]([C:16]([O:18]C)=[O:17])=[CH:14][CH:13]=1)(=[O:11])=[O:10])[C:2]1[CH:7]=[CH:6][CH:5]=[CH:4][CH:3]=1.[OH-].[Na+]. The catalyst is C1COCC1. The product is [CH2:1]([N:8]([C:22]1[C:27]([Cl:28])=[CH:26][C:25]([C:29]([F:32])([F:30])[F:31])=[CH:24][N:23]=1)[S:9]([C:12]1[CH:13]=[CH:14][C:15]([C:16]([OH:18])=[O:17])=[CH:20][CH:21]=1)(=[O:10])=[O:11])[C:2]1[CH:7]=[CH:6][CH:5]=[CH:4][CH:3]=1. The yield is 0.990.